This data is from Reaction yield outcomes from USPTO patents with 853,638 reactions. The task is: Predict the reaction yield, written as a fraction of the theoretical maximum amount of product (1.0 means a 100% yield; for example, 0.34 means a 34% yield). (1) The reactants are [NH2:1][OH:2].[NH:3]1[C:11]2[C:6](=[C:7]([C:12]3[N:13]=[C:14]([N:38]4[CH2:43][CH2:42][O:41][CH2:40][CH2:39]4)[C:15]4[S:20][C:19]([CH2:21][N:22]([C:31]([O:33][C:34]([CH3:37])([CH3:36])[CH3:35])=[O:32])[CH2:23][CH2:24][CH2:25][C:26]([O:28]CC)=O)=[CH:18][C:16]=4[N:17]=3)[CH:8]=[CH:9][CH:10]=2)[CH:5]=[N:4]1. No catalyst specified. The product is [NH:3]1[C:11]2[C:6](=[C:7]([C:12]3[N:13]=[C:14]([N:38]4[CH2:39][CH2:40][O:41][CH2:42][CH2:43]4)[C:15]4[S:20][C:19]([CH2:21][N:22]([CH2:23][CH2:24][CH2:25][C:26]([NH:1][OH:2])=[O:28])[C:31](=[O:32])[O:33][C:34]([CH3:37])([CH3:35])[CH3:36])=[CH:18][C:16]=4[N:17]=3)[CH:8]=[CH:9][CH:10]=2)[CH:5]=[N:4]1. The yield is 0.910. (2) The yield is 0.790. The product is [Br:1][C:2]1[C:3]([F:11])=[C:4]([CH:7]=[C:8]([Cl:10])[CH:9]=1)[C:5]([OH:16])=[O:6]. The reactants are [Br:1][C:2]1[C:3]([F:11])=[C:4]([CH:7]=[C:8]([Cl:10])[CH:9]=1)[CH:5]=[O:6].C([OH:16])(C)(C)C.[O-][Mn](=O)(=O)=O.[K+]. The catalyst is O. (3) The reactants are [C:1]([O:5][C:6]([N:8]1[CH2:13][CH2:12][C:11](=[O:14])[CH2:10][C@@H:9]1[C:15]([OH:17])=[O:16])=[O:7])([CH3:4])([CH3:3])[CH3:2].[C:18](=O)([O-])[O-].[Cs+].[Cs+].IC.O. The catalyst is CN(C=O)C. The product is [C:1]([O:5][C:6]([N:8]1[CH2:13][CH2:12][C:11](=[O:14])[CH2:10][C@@H:9]1[C:15]([O:17][CH3:18])=[O:16])=[O:7])([CH3:4])([CH3:2])[CH3:3]. The yield is 0.990.